Dataset: Forward reaction prediction with 1.9M reactions from USPTO patents (1976-2016). Task: Predict the product of the given reaction. The product is: [CH3:1][C:2]1[O:6][N:5]=[C:4]([C:7]2[C:9]3[C:15]4[CH:16]=[CH:17][C:18]([N:20]5[CH2:24][C@H:23]([CH2:25][NH:26][C:27](=[O:29])[CH3:28])[O:22][C:21]5=[O:30])=[CH:19][C:14]=4[CH2:13][CH2:12][CH2:11][C:10]=3[NH:34][N:33]=2)[CH:3]=1. Given the reactants [CH3:1][C:2]1[O:6][N:5]=[C:4]([C:7]([CH:9]2[C:15]3[CH:16]=[CH:17][C:18]([N:20]4[CH2:24][C@H:23]([CH2:25][NH:26][C:27](=[O:29])[CH3:28])[O:22][C:21]4=[O:30])=[CH:19][C:14]=3[CH2:13][CH2:12][CH2:11][C:10]2=O)=O)[CH:3]=1.O.[NH2:33][NH2:34], predict the reaction product.